From a dataset of Peptide-MHC class II binding affinity with 134,281 pairs from IEDB. Regression. Given a peptide amino acid sequence and an MHC pseudo amino acid sequence, predict their binding affinity value. This is MHC class II binding data. The peptide sequence is AAATAGCTVYGAFAA. The MHC is HLA-DPA10103-DPB10401 with pseudo-sequence HLA-DPA10103-DPB10401. The binding affinity (normalized) is 0.257.